This data is from NCI-60 drug combinations with 297,098 pairs across 59 cell lines. The task is: Regression. Given two drug SMILES strings and cell line genomic features, predict the synergy score measuring deviation from expected non-interaction effect. Drug 1: CCCCCOC(=O)NC1=NC(=O)N(C=C1F)C2C(C(C(O2)C)O)O. Drug 2: C1=NNC2=C1C(=O)NC=N2. Cell line: RXF 393. Synergy scores: CSS=-3.98, Synergy_ZIP=0.105, Synergy_Bliss=-3.13, Synergy_Loewe=-4.60, Synergy_HSA=-4.63.